This data is from B-cell epitopes from IEDB database with 3,159 antigens for binding position prediction. The task is: Token-level Classification. Given an antigen amino acid sequence, predict which amino acid positions are active epitope sites capable of antibody binding. Output is a list of indices for active positions. (1) Given the antigen sequence: MGKPFFTLSLSSLCLLLLSSACFAITSSKFNECQLNNLNALEPDHRVESEGGLIETWNSQHPELQCAGVTVSKRTLNRNGLHLPSYSPYPQMIIVVQGKGAIGFAFPGCPETFEKPQQQSSRRGSRSQQQLQDSHQKIRHFNEGDVLVIPPGVPYWTYNTGDEPVVAISLLDTSNFNNQLDQNPRVFYLAGNPDIEHPETMQQQQQQKSHGGRKQGQHQQQEEEGGSVLSGFSKHFLAQSFNTNEDTAEKLRSPDDERKQIVTVEGGLSVISPKWQEQEDEDEDEDEEYEQTPSYPPRRPSHGKHEDDEDEDEEEDQPRPDHPPQRPSRPEQQEPRGRGCQTRNGVEENICTMKLHENIARPSRADFYNPKAGRISTLNSLTLPALRQFGLSAQYVVLYRNGIYSPHWNLNANSVIYVTRGKGRVRVVNCQGNAVFDGELRRGQLLVVPQNFVVAEQGGEQGLEYVVFKTHHNAVSSYIKDVFRAIPSEVLSNSYNLGQS..., which amino acid positions are active epitope sites? The epitope positions are: [213, 214, 215, 216, 217, 218, 219, 220, 221]. The amino acids at these positions are: KQGQHQQQE. (2) Given the antigen sequence: MSARTAPRPQVLLLPLLLVLLAAAPAASKGCVCKDKGQCFCDGAKGEKGEKGFPGPPGSPGQKGFTGPEGLPGPQGPKGFPGLPGLTGSKGVRGISGLPGFSGSPGLPGTPGNTGPYGLVGVPGCSGSKGEQGFPGLPGTLGYPGIPGAAGLKGQKGAPAKEEDIELDAKGDPGLPGAPGPQGLPGPPGFPGPVGPPGPPGFFGFPGAMGPRGPKGHMGERVIGHKGERGVKGLTGPPGPPGTVIVTLTGPDNRTDLKGEKGDKGAMGEPGPPGPSGLPGESYGSEKGAPGDPGLQGKPGKDGVPGFPGSEGVKGNRGFPGLMGEDGIKGQKGDIGPPGFRGPTEYYDTYQEKGDEGTPGPPGPRGARGPQGPSGPPGVPGSPGSSRPGLRGAPGWPGLKGSKGERGRPGKDAMGTPGSPGCAGSPGLPGSPGPPGPPGDIVFRKGPPGDHGLPGYLGSPGIPGVDGPKGEPGLLCTQCPYIPGPPGLPGLPGLHGVKGI..., which amino acid positions are active epitope sites? The epitope positions are: [1505, 1506, 1507, 1508, 1509, 1510, 1511, 1512, 1513, 1514, 1515, 1516, 1517, 1518, 1519]. The amino acids at these positions are: NVNDVCNFASRNDYS. (3) Given the antigen sequence: MAPVEHVVADAGAFLRHAALQDIGKNIYTIREVVTEIRDKATRRRLAVLPYELRFKEPLPEYVRLVTEFSKKTGDYPSLSATDIQVLALTYQLEAEFVGVSHLKQEPQKVKVSSSIQHPETPLHISGFHLPYKPKPPQETEKGHSACEPENLEFSSFMFWRNPLPNIDHELQELLIDRGEDVPSEEEEEEENGFEDRKDDSDDDGGGWITPSNIKQIQQELEQCDVPEDVRVGCLTTDFAMQNVLLQMGLHVLAVNGMLIREARSYILRCHGCFKTTSDMSRVFCSHCGNKTLKKVSVTVSDDGTLHMHFSRNPKVLNPRGLRYSLPTPKGGKYAINPHLTEDQRFPQLRLSQKARQKTNVFAPDYIAGVSPFVENDISSRSATLQVRDSTLGAGRRRLNPNASRKKFVKKR, which amino acid positions are active epitope sites? The epitope positions are: [1, 2, 3, 4, 5, 6, 7, 8, 9, 10, 11, 12, 13, 14, 15, 16]. The amino acids at these positions are: APVEHVVADAGAFLRH.